This data is from TCR-epitope binding with 47,182 pairs between 192 epitopes and 23,139 TCRs. The task is: Binary Classification. Given a T-cell receptor sequence (or CDR3 region) and an epitope sequence, predict whether binding occurs between them. (1) The epitope is VLWAHGFEL. The TCR CDR3 sequence is CASSYSIGDEQFF. Result: 0 (the TCR does not bind to the epitope). (2) The epitope is RPRGEVRFL. The TCR CDR3 sequence is CAISDPSGSSYNEQFF. Result: 1 (the TCR binds to the epitope). (3) The epitope is EPLPQGQLTAY. The TCR CDR3 sequence is CASSLVGGGITDTQYF. Result: 0 (the TCR does not bind to the epitope). (4) The epitope is GLCTLVAML. The TCR CDR3 sequence is CSARGDGGRLGTDTQYF. Result: 1 (the TCR binds to the epitope). (5) The epitope is KTWGQYWQV. The TCR CDR3 sequence is CASRTTGAGDTEAFF. Result: 0 (the TCR does not bind to the epitope). (6) The epitope is FLNGSCGSV. The TCR CDR3 sequence is CASSLEWGATEAFF. Result: 1 (the TCR binds to the epitope). (7) The epitope is KLWAQCVQL. The TCR CDR3 sequence is CASSQNTGELFF. Result: 1 (the TCR binds to the epitope).